Dataset: TCR-epitope binding with 47,182 pairs between 192 epitopes and 23,139 TCRs. Task: Binary Classification. Given a T-cell receptor sequence (or CDR3 region) and an epitope sequence, predict whether binding occurs between them. The epitope is KLMNIQQKL. The TCR CDR3 sequence is CASSLELADYNEQFF. Result: 0 (the TCR does not bind to the epitope).